From a dataset of Full USPTO retrosynthesis dataset with 1.9M reactions from patents (1976-2016). Predict the reactants needed to synthesize the given product. (1) Given the product [NH:1]1[C:9]2[C:4](=[C:5]([O:10][S:18]([C:21]([F:24])([F:23])[F:22])(=[O:20])=[O:19])[CH:6]=[CH:7][CH:8]=2)[CH:3]=[N:2]1, predict the reactants needed to synthesize it. The reactants are: [NH:1]1[C:9]2[CH:8]=[CH:7][CH:6]=[C:5]([OH:10])[C:4]=2[CH:3]=[N:2]1.C1C=CC(N([S:18]([C:21]([F:24])([F:23])[F:22])(=[O:20])=[O:19])[S:18]([C:21]([F:24])([F:23])[F:22])(=[O:20])=[O:19])=CC=1.C(N(C(C)C)CC)(C)C. (2) Given the product [Cl:19][C:20]1[CH:21]=[C:22]([CH:27]=[CH:28][C:29]=1[Cl:30])[C:23]([NH:25][NH:26][C:12](=[O:14])[C@H:11]([NH:10][C:4]1[CH:5]=[CH:6][C:7]([C:8]#[N:9])=[C:2]([Cl:1])[C:3]=1[CH3:18])[C@@H:15]([OH:17])[CH3:16])=[O:24], predict the reactants needed to synthesize it. The reactants are: [Cl:1][C:2]1[C:3]([CH3:18])=[C:4]([NH:10][C@H:11]([C@@H:15]([OH:17])[CH3:16])[C:12]([OH:14])=O)[CH:5]=[CH:6][C:7]=1[C:8]#[N:9].[Cl:19][C:20]1[CH:21]=[C:22]([CH:27]=[CH:28][C:29]=1[Cl:30])[C:23]([NH:25][NH2:26])=[O:24].O.ON1C2C=CC=CC=2N=N1.Cl.CN(C)CCCN=C=NCC.C(N(CC)CC)C. (3) Given the product [C:3]([NH:6][C:7]([CH2:20][C:21]1[CH:26]=[CH:25][N:24]=[CH:23][CH:22]=1)([C:13]([O:15][CH2:16][CH3:17])=[O:14])[C:8]([O:10][CH2:11][CH3:12])=[O:9])(=[O:5])[CH3:4], predict the reactants needed to synthesize it. The reactants are: [OH-].[Na+].[C:3]([NH:6][CH:7]([C:13]([O:15][CH2:16][CH3:17])=[O:14])[C:8]([O:10][CH2:11][CH3:12])=[O:9])(=[O:5])[CH3:4].Br.Br[CH2:20][C:21]1[CH:26]=[CH:25][N:24]=[CH:23][CH:22]=1. (4) Given the product [Br:1][C:2]1[N:3]=[C:4]([N:12]2[CH2:17][CH2:16][CH2:15][CH:14]([C:18]([O:20][CH3:21])=[O:19])[CH2:13]2)[N:5]2[CH:10]=[CH:9][N:8]=[C:7]([NH:29][CH2:28][C:27]3[CH:30]=[CH:31][C:24]([O:23][CH3:22])=[CH:25][CH:26]=3)[C:6]=12, predict the reactants needed to synthesize it. The reactants are: [Br:1][C:2]1[N:3]=[C:4]([N:12]2[CH2:17][CH2:16][CH2:15][CH:14]([C:18]([O:20][CH3:21])=[O:19])[CH2:13]2)[N:5]2[CH:10]=[CH:9][N:8]=[C:7](Cl)[C:6]=12.[CH3:22][O:23][C:24]1[CH:31]=[CH:30][C:27]([CH2:28][NH2:29])=[CH:26][CH:25]=1.